Task: Predict the reactants needed to synthesize the given product.. Dataset: Full USPTO retrosynthesis dataset with 1.9M reactions from patents (1976-2016) (1) Given the product [CH2:1]([O:3][C:4]([N:6]1[C:15]2[C:10](=[N:11][C:12]([O:16][CH3:17])=[CH:13][CH:14]=2)[C@@H:9]([NH:18][C:19]2[N:24]=[C:23]([CH2:25][C:26]3[CH:31]=[C:30]([C:32]([F:35])([F:34])[F:33])[CH:29]=[C:28]([C:36]([F:39])([F:38])[F:37])[CH:27]=3)[C:22]([C:46]3[CH:47]=[CH:48][N:43]=[CH:44][CH:45]=3)=[CH:21][N:20]=2)[CH2:8][C@H:7]1[CH2:41][CH3:42])=[O:5])[CH3:2], predict the reactants needed to synthesize it. The reactants are: [CH2:1]([O:3][C:4]([N:6]1[C:15]2[C:10](=[N:11][C:12]([O:16][CH3:17])=[CH:13][CH:14]=2)[C@@H:9]([NH:18][C:19]2[N:24]=[C:23]([CH2:25][C:26]3[CH:31]=[C:30]([C:32]([F:35])([F:34])[F:33])[CH:29]=[C:28]([C:36]([F:39])([F:38])[F:37])[CH:27]=3)[C:22](I)=[CH:21][N:20]=2)[CH2:8][C@H:7]1[CH2:41][CH3:42])=[O:5])[CH3:2].[N:43]1[CH:48]=[CH:47][C:46](B(O)O)=[CH:45][CH:44]=1.C(=O)([O-])[O-].[K+].[K+].O. (2) Given the product [F:12][C:11]([F:13])([F:14])/[C:10](/[C:15]1[C:24]([O:25][CH3:26])=[CH:23][C:22]2[C:21]([CH3:27])([CH3:28])[CH2:20][CH2:19][C:18]([CH3:30])([CH3:29])[C:17]=2[CH:16]=1)=[CH:9]\[CH:8]=[CH:7]\[C:6](\[CH3:31])=[CH:5]\[C:4]([OH:32])=[O:3], predict the reactants needed to synthesize it. The reactants are: C([O:3][C:4](=[O:32])/[CH:5]=[C:6](\[CH3:31])/[CH:7]=[CH:8]/[CH:9]=[C:10](/[C:15]1[C:24]([O:25][CH3:26])=[CH:23][C:22]2[C:21]([CH3:28])([CH3:27])[CH2:20][CH2:19][C:18]([CH3:30])([CH3:29])[C:17]=2[CH:16]=1)\[C:11]([F:14])([F:13])[F:12])C.[OH-].[Na+].Cl. (3) Given the product [C:17]([S@@:20](/[N:22]=[CH:1]/[CH:3]1[CH2:8][CH2:7][N:6]([C:9]([O:11][C:12]([CH3:15])([CH3:14])[CH3:13])=[O:10])[CH2:5][CH2:4]1)=[O:21])([CH3:19])([CH3:18])[CH3:16], predict the reactants needed to synthesize it. The reactants are: [CH:1]([CH:3]1[CH2:8][CH2:7][N:6]([C:9]([O:11][C:12]([CH3:15])([CH3:14])[CH3:13])=[O:10])[CH2:5][CH2:4]1)=O.[CH3:16][C:17]([S@@:20]([NH2:22])=[O:21])([CH3:19])[CH3:18]. (4) Given the product [Br:1][C:2]1[CH:3]=[N:4][N:5]([CH2:11][O:12][CH2:13][CH2:14][Si:15]([CH3:18])([CH3:17])[CH3:16])[C:6]=1[CH2:7][OH:8], predict the reactants needed to synthesize it. The reactants are: [Br:1][C:2]1[CH:3]=[N:4][N:5]([CH2:11][O:12][CH2:13][CH2:14][Si:15]([CH3:18])([CH3:17])[CH3:16])[C:6]=1[C:7](OC)=[O:8].[H-].[H-].[H-].[H-].[Li+].[Al+3].O. (5) Given the product [CH2:43]([C:38]1[O:37][C:36]([CH:34]([OH:35])[CH:33]([NH:32][C:10](=[O:12])[CH:9]([CH2:13][S:14]([CH2:17][C:18]2[CH:23]=[CH:22][CH:21]=[CH:20][CH:19]=2)(=[O:16])=[O:15])[CH2:8][C:7]([N:1]2[CH2:2][CH2:3][O:4][CH2:5][CH2:6]2)=[O:24])[CH2:46][CH2:26][CH3:28])=[N:44][N:53]=1)[CH3:42], predict the reactants needed to synthesize it. The reactants are: [N:1]1([C:7](=[O:24])[CH2:8][CH:9]([CH2:13][S:14]([CH2:17][C:18]2[CH:23]=[CH:22][CH:21]=[CH:20][CH:19]=2)(=[O:16])=[O:15])[C:10]([OH:12])=O)[CH2:6][CH2:5][O:4][CH2:3][CH2:2]1.O[C:26]([C:28](F)(F)F)=O.[NH2:32][C:33]([CH3:46])(C)[C:34]([C:36]1[O:37][C:38]2C([N:44]=1)=NC=[CH:42][CH:43]=2)=[O:35].C1C=CC2N(O)N=[N:53]C=2C=1.C(Cl)CCl.CN1CCOCC1. (6) Given the product [CH3:29][O:28][C:26](=[O:27])[CH2:25][CH:8]1[C:7]2[S:6][C:5]([C:3](=[O:2])[NH2:32])=[N:14][C:13]=2[C:12]2[CH:15]=[C:16]([C:19]#[C:20][C:21]([OH:24])([CH3:22])[CH3:23])[CH:17]=[CH:18][C:11]=2[O:10][CH2:9]1, predict the reactants needed to synthesize it. The reactants are: C[O:2][C:3]([C:5]1[S:6][C:7]2[CH:8]([CH2:25][C:26]([O:28][CH3:29])=[O:27])[CH2:9][O:10][C:11]3[CH:18]=[CH:17][C:16]([C:19]#[C:20][C:21]([OH:24])([CH3:23])[CH3:22])=[CH:15][C:12]=3[C:13]=2[N:14]=1)=O.CO.[NH3:32]. (7) Given the product [CH2:13]=[C:14]1[CH2:15][CH2:8][CH:6]([C:5]([O:4][CH2:1][CH3:2])=[O:21])[CH2:7]1, predict the reactants needed to synthesize it. The reactants are: [C:1]([O:4][CH2:5][C:6]([CH2:8][Si](C)(C)C)=[CH2:7])(=O)[CH3:2].[C:13](OCC)(=O)[CH:14]=[CH2:15].P(OC(C)C)(OC(C)C)[O:21]C(C)C. (8) Given the product [OH:8][C:9]1[CH:16]=[C:15]([N:17]2[CH:21]=[CH:20][CH:19]=[N:18]2)[CH:14]=[CH:13][C:10]=1[C:11]#[N:12], predict the reactants needed to synthesize it. The reactants are: C([O:8][C:9]1[CH:16]=[C:15]([N:17]2[CH:21]=[CH:20][CH:19]=[N:18]2)[CH:14]=[CH:13][C:10]=1[C:11]#[N:12])C1C=CC=CC=1.C([O-])=O.[NH4+].